This data is from Reaction yield outcomes from USPTO patents with 853,638 reactions. The task is: Predict the reaction yield, written as a fraction of the theoretical maximum amount of product (1.0 means a 100% yield; for example, 0.34 means a 34% yield). The reactants are [CH2:1]([N:3]1[C:11]2[CH:10]=[C:9]3[NH:12][C:13]([C:15]4[C:23]5[C:18](=[CH:19][CH:20]=[C:21]([C:24]([OH:26])=O)[CH:22]=5)[NH:17][N:16]=4)=[N:14][C:8]3=[CH:7][C:6]=2[C:5]([CH3:28])([CH3:27])[C:4]1=[O:29])[CH3:2].C(N1C=CN=C1)(N1C=CN=C1)=O.C1COCC1.[CH2:47]([NH2:54])[C:48]1[CH:53]=[CH:52][CH:51]=[CH:50][CH:49]=1. The catalyst is O. The product is [CH2:47]([NH:54][C:24]([C:21]1[CH:22]=[C:23]2[C:18](=[CH:19][CH:20]=1)[NH:17][N:16]=[C:15]2[C:13]1[NH:12][C:9]2[C:8]([N:14]=1)=[CH:7][C:6]1[C:5]([CH3:28])([CH3:27])[C:4](=[O:29])[N:3]([CH2:1][CH3:2])[C:11]=1[CH:10]=2)=[O:26])[C:48]1[CH:53]=[CH:52][CH:51]=[CH:50][CH:49]=1. The yield is 0.340.